From a dataset of Forward reaction prediction with 1.9M reactions from USPTO patents (1976-2016). Predict the product of the given reaction. (1) Given the reactants [F:1][C:2]1[CH:9]=[CH:8][C:7](/[CH:10]=[CH:11]/[C:12]([C:14]2[CH:19]=[CH:18][CH:17]=[CH:16][C:15]=2[O:20][CH2:21][CH:22]([CH3:24])[CH3:23])=O)=[CH:6][C:3]=1[C:4]#[N:5].N1([CH2:34][C:35]([NH2:37])=[O:36])C2C=CC=CC=2N=N1.[OH-].[Na+].Cl, predict the reaction product. The product is: [F:1][C:2]1[CH:9]=[CH:8][C:7]([C:10]2[CH:11]=[C:12]([C:14]3[CH:19]=[CH:18][CH:17]=[CH:16][C:15]=3[O:20][CH2:21][CH:22]([CH3:24])[CH3:23])[NH:37][C:35](=[O:36])[CH:34]=2)=[CH:6][C:3]=1[C:4]#[N:5]. (2) The product is: [CH2:44]([O:43][C:41](=[O:42])[NH:31][CH2:30][CH:21]1[CH2:20][C:19]2[C:18]3[C:26](=[CH:27][CH:28]=[C:16]([C:14](=[O:15])[NH:13][C:10]4[S:11][CH:12]=[C:8]([C:6](=[O:7])[NH:5][CH2:4][CH2:3][N:2]([CH3:32])[CH3:1])[N:9]=4)[CH:17]=3)[NH:25][C:24]=2[C:23](=[O:29])[NH:22]1)[CH3:45]. Given the reactants [CH3:1][N:2]([CH3:32])[CH2:3][CH2:4][NH:5][C:6]([C:8]1[N:9]=[C:10]([NH:13][C:14]([C:16]2[CH:17]=[C:18]3[C:26](=[CH:27][CH:28]=2)[NH:25][C:24]2[C:23](=[O:29])[NH:22][CH:21]([CH2:30][NH2:31])[CH2:20][C:19]3=2)=[O:15])[S:11][CH:12]=1)=[O:7].CCN(CC)CC.Cl[C:41]([O:43][CH2:44][CH3:45])=[O:42], predict the reaction product. (3) Given the reactants [F:1][C:2]1[CH:3]=[N:4][C:5]2[C:10]([C:11]=1[CH2:12][CH2:13][C:14]13[CH2:21][CH2:20][C:17]([NH:22][C:23](=[O:29])[O:24][C:25]([CH3:28])([CH3:27])[CH3:26])([CH2:18][CH2:19]1)[CH2:16][O:15]3)=[N:9][C:8]([OH:30])=[CH:7][CH:6]=2.Br[CH2:32][CH:33]1[CH2:35][CH:34]1[C:36]([O:38][CH3:39])=[O:37], predict the reaction product. The product is: [C:25]([O:24][C:23]([NH:22][C:17]12[CH2:18][CH2:19][C:14]([CH2:13][CH2:12][C:11]3[C:2]([F:1])=[CH:3][N:4]=[C:5]4[C:10]=3[N:9]=[C:8]([O:30][CH2:32][CH:33]3[CH2:35][CH:34]3[C:36]([O:38][CH3:39])=[O:37])[CH:7]=[CH:6]4)([CH2:21][CH2:20]1)[O:15][CH2:16]2)=[O:29])([CH3:27])([CH3:26])[CH3:28].